Dataset: NCI-60 drug combinations with 297,098 pairs across 59 cell lines. Task: Regression. Given two drug SMILES strings and cell line genomic features, predict the synergy score measuring deviation from expected non-interaction effect. (1) Drug 1: C1=CC(=CC=C1C#N)C(C2=CC=C(C=C2)C#N)N3C=NC=N3. Drug 2: CN1C(=O)N2C=NC(=C2N=N1)C(=O)N. Cell line: U251. Synergy scores: CSS=11.8, Synergy_ZIP=-2.42, Synergy_Bliss=-1.30, Synergy_Loewe=2.63, Synergy_HSA=1.71. (2) Drug 1: C(CC(=O)O)C(=O)CN.Cl. Drug 2: CN(C(=O)NC(C=O)C(C(C(CO)O)O)O)N=O. Cell line: 786-0. Synergy scores: CSS=22.1, Synergy_ZIP=-6.06, Synergy_Bliss=0.120, Synergy_Loewe=-7.29, Synergy_HSA=0.380. (3) Cell line: SNB-75. Synergy scores: CSS=-1.26, Synergy_ZIP=1.87, Synergy_Bliss=2.42, Synergy_Loewe=1.36, Synergy_HSA=-0.359. Drug 2: CC(C)NC(=O)C1=CC=C(C=C1)CNNC.Cl. Drug 1: CS(=O)(=O)OCCCCOS(=O)(=O)C. (4) Drug 1: CC12CCC3C(C1CCC2=O)CC(=C)C4=CC(=O)C=CC34C. Drug 2: C#CCC(CC1=CN=C2C(=N1)C(=NC(=N2)N)N)C3=CC=C(C=C3)C(=O)NC(CCC(=O)O)C(=O)O. Cell line: UACC-257. Synergy scores: CSS=30.3, Synergy_ZIP=-0.456, Synergy_Bliss=-0.900, Synergy_Loewe=-0.441, Synergy_HSA=-0.913. (5) Drug 1: CCN(CC)CCNC(=O)C1=C(NC(=C1C)C=C2C3=C(C=CC(=C3)F)NC2=O)C. Drug 2: C1CCC(C(C1)N)N.C(=O)(C(=O)[O-])[O-].[Pt+4]. Cell line: NCI-H226. Synergy scores: CSS=1.01, Synergy_ZIP=1.42, Synergy_Bliss=3.00, Synergy_Loewe=-4.37, Synergy_HSA=-4.01.